From a dataset of NCI-60 drug combinations with 297,098 pairs across 59 cell lines. Regression. Given two drug SMILES strings and cell line genomic features, predict the synergy score measuring deviation from expected non-interaction effect. (1) Drug 1: C1CCC(CC1)NC(=O)N(CCCl)N=O. Drug 2: C1=CN(C(=O)N=C1N)C2C(C(C(O2)CO)O)O.Cl. Cell line: HL-60(TB). Synergy scores: CSS=35.0, Synergy_ZIP=-17.5, Synergy_Bliss=-23.8, Synergy_Loewe=-34.1, Synergy_HSA=-20.8. (2) Drug 1: C1=NC2=C(N1)C(=S)N=C(N2)N. Drug 2: C1=NC2=C(N1)C(=S)N=CN2. Cell line: OVCAR3. Synergy scores: CSS=59.6, Synergy_ZIP=-14.8, Synergy_Bliss=-22.1, Synergy_Loewe=-20.0, Synergy_HSA=-16.2. (3) Drug 1: CC12CCC3C(C1CCC2=O)CC(=C)C4=CC(=O)C=CC34C. Drug 2: CCN(CC)CCNC(=O)C1=C(NC(=C1C)C=C2C3=C(C=CC(=C3)F)NC2=O)C. Cell line: HCT116. Synergy scores: CSS=45.5, Synergy_ZIP=2.22, Synergy_Bliss=-0.335, Synergy_Loewe=-0.743, Synergy_HSA=-0.215. (4) Drug 1: CC1=C(N=C(N=C1N)C(CC(=O)N)NCC(C(=O)N)N)C(=O)NC(C(C2=CN=CN2)OC3C(C(C(C(O3)CO)O)O)OC4C(C(C(C(O4)CO)O)OC(=O)N)O)C(=O)NC(C)C(C(C)C(=O)NC(C(C)O)C(=O)NCCC5=NC(=CS5)C6=NC(=CS6)C(=O)NCCC[S+](C)C)O. Drug 2: CNC(=O)C1=NC=CC(=C1)OC2=CC=C(C=C2)NC(=O)NC3=CC(=C(C=C3)Cl)C(F)(F)F. Cell line: TK-10. Synergy scores: CSS=2.02, Synergy_ZIP=0.636, Synergy_Bliss=5.82, Synergy_Loewe=-8.41, Synergy_HSA=0.104. (5) Drug 1: C1C(C(OC1N2C=C(C(=O)NC2=O)F)CO)O. Drug 2: CC(C)CN1C=NC2=C1C3=CC=CC=C3N=C2N. Cell line: HCC-2998. Synergy scores: CSS=43.9, Synergy_ZIP=-0.695, Synergy_Bliss=-2.20, Synergy_Loewe=-10.2, Synergy_HSA=-3.75.